Dataset: Reaction yield outcomes from USPTO patents with 853,638 reactions. Task: Predict the reaction yield, written as a fraction of the theoretical maximum amount of product (1.0 means a 100% yield; for example, 0.34 means a 34% yield). (1) The reactants are C(OC([NH:8][C@@H:9]([CH2:13][C:14]1[CH:19]=[CH:18][C:17]([C:20]#[N:21])=[CH:16][CH:15]=1)[C:10]([OH:12])=[O:11])=O)(C)(C)C.S(Cl)(Cl)=O.[CH3:26]O. No catalyst specified. The product is [NH2:8][C@@H:9]([CH2:13][C:14]1[CH:19]=[CH:18][C:17]([C:20]#[N:21])=[CH:16][CH:15]=1)[C:10]([O:12][CH3:26])=[O:11]. The yield is 0.970. (2) The reactants are Cl[C:2]1[C:8]2[CH:9]=[CH:10][CH:11]=[CH:12][C:7]=2[O:6][C:5]2[CH:13]=[CH:14][CH:15]=[CH:16][C:4]=2[N:3]=1. The catalyst is CC(C)([P](C(C)(C)C)([Pd][P](C(C)(C)C)(C(C)(C)C)C(C)(C)C)C(C)(C)C)C.[Pd]. The product is [CH2:16]([C:2]1[C:8]2[CH:9]=[CH:10][CH:11]=[CH:12][C:7]=2[O:6][C:5]2[CH:13]=[CH:14][CH:15]=[CH:16][C:4]=2[N:3]=1)[CH2:4][CH2:5][CH3:13]. The yield is 0.440.